The task is: Predict which catalyst facilitates the given reaction.. This data is from Catalyst prediction with 721,799 reactions and 888 catalyst types from USPTO. (1) The catalyst class is: 1. Reactant: [CH2:1]([O:8][C:9]1[CH:16]=[CH:15][CH:14]=[CH:13][C:10]=1[CH:11]=[O:12])[C:2]1[CH:7]=[CH:6][CH:5]=[CH:4][CH:3]=1.[CH:17]([Mg]Br)=[CH2:18]. Product: [CH2:1]([O:8][C:9]1[CH:16]=[CH:15][CH:14]=[CH:13][C:10]=1[CH:11]([OH:12])[CH:17]=[CH2:18])[C:2]1[CH:3]=[CH:4][CH:5]=[CH:6][CH:7]=1. (2) Reactant: [Cl:1][C:2]1[S:6][C:5]([C:7]2[N:12]=[C:11](OS(C(F)(F)F)(=O)=O)[C:10]([CH2:21][CH3:22])=[C:9]([CH3:23])[N:8]=2)=[CH:4][CH:3]=1.[OH:24][B:25]1[C:29]2[CH:30]=[C:31]([NH2:34])[CH:32]=[CH:33][C:28]=2[CH2:27][O:26]1.CS(C)=O. Product: [Cl:1][C:2]1[S:6][C:5]([C:7]2[N:12]=[C:11]([NH:34][C:31]3[CH:32]=[CH:33][C:28]4[CH2:27][O:26][B:25]([OH:24])[C:29]=4[CH:30]=3)[C:10]([CH2:21][CH3:22])=[C:9]([CH3:23])[N:8]=2)=[CH:4][CH:3]=1. The catalyst class is: 6. (3) The catalyst class is: 34. Product: [Br:1][C:2]1[N:7]=[CH:6][C:5]([CH2:8][NH:14][CH2:13][CH2:12][O:11][CH3:10])=[CH:4][CH:3]=1. Reactant: [Br:1][C:2]1[N:7]=[CH:6][C:5]([CH:8]=O)=[CH:4][CH:3]=1.[CH3:10][O:11][CH2:12][CH2:13][NH2:14].C(O[BH-](OC(=O)C)OC(=O)C)(=O)C.[Na+].[NH4+].[Cl-]. (4) Reactant: C(N(CC)CC)C.[F:8][C:9]1[CH:10]=[C:11]([S:16][C:17]2[CH:18]=[C:19]3[C:25]([NH:26][C:27](=[O:54])[C:28]4[CH:33]=[CH:32][C:31]([N:34]5[CH2:39][CH2:38][N:37]([CH3:40])[CH2:36][CH2:35]5)=[CH:30][C:29]=4[N:41]([CH:48]4[CH2:53][CH2:52][O:51][CH2:50][CH2:49]4)C(=O)C(F)(F)F)=[N:24][NH:23][C:20]3=[N:21][CH:22]=2)[CH:12]=[C:13]([F:15])[CH:14]=1. Product: [F:8][C:9]1[CH:10]=[C:11]([S:16][C:17]2[CH:18]=[C:19]3[C:25]([NH:26][C:27](=[O:54])[C:28]4[CH:33]=[CH:32][C:31]([N:34]5[CH2:39][CH2:38][N:37]([CH3:40])[CH2:36][CH2:35]5)=[CH:30][C:29]=4[NH:41][CH:48]4[CH2:49][CH2:50][O:51][CH2:52][CH2:53]4)=[N:24][NH:23][C:20]3=[N:21][CH:22]=2)[CH:12]=[C:13]([F:15])[CH:14]=1. The catalyst class is: 5. (5) Reactant: Cl[C:2]1[N:7]=[CH:6][N:5]=[C:4]([NH:8][C:9]2[S:10][C:11]([C:14]#[N:15])=[CH:12][N:13]=2)[CH:3]=1.[N:16]1([CH2:22][CH2:23][N:24]2[CH2:28][CH2:27][NH:26][C:25]2=[O:29])[CH2:21][CH2:20][NH:19][CH2:18][CH2:17]1.CCN(C(C)C)C(C)C. Product: [O:29]=[C:25]1[NH:26][CH2:27][CH2:28][N:24]1[CH2:23][CH2:22][N:16]1[CH2:21][CH2:20][N:19]([C:2]2[N:7]=[CH:6][N:5]=[C:4]([NH:8][C:9]3[S:10][C:11]([C:14]#[N:15])=[CH:12][N:13]=3)[CH:3]=2)[CH2:18][CH2:17]1. The catalyst class is: 51. (6) Reactant: [C:1]([N:4]1[CH2:9][CH2:8][N:7]([C:10]2[CH:15]=[CH:14][C:13]([NH:16][C:17]3[N:25]=[C:24]4[C:20]([N:21]=[CH:22][NH:23]4)=[C:19]([N:26]4[CH2:31][CH2:30][CH2:29][CH:28]([C:32]([O:34]CCCC)=[O:33])[CH2:27]4)[N:18]=3)=[CH:12][CH:11]=2)[CH2:6][CH2:5]1)(=[O:3])[CH3:2].[Li+].[OH-].CC(O)=O. Product: [C:1]([N:4]1[CH2:5][CH2:6][N:7]([C:10]2[CH:11]=[CH:12][C:13]([NH:16][C:17]3[N:25]=[C:24]4[C:20]([N:21]=[CH:22][NH:23]4)=[C:19]([N:26]4[CH2:31][CH2:30][CH2:29][CH:28]([C:32]([OH:34])=[O:33])[CH2:27]4)[N:18]=3)=[CH:14][CH:15]=2)[CH2:8][CH2:9]1)(=[O:3])[CH3:2]. The catalyst class is: 1. (7) Reactant: Br[C:2]1[CH:3]=[N:4][CH:5]=[C:6]2[C:11]=1[N:10]=[C:9]([C:12]([NH:14][CH2:15][C:16]([CH3:19])([CH3:18])[CH3:17])=[O:13])[CH:8]=[CH:7]2.[F:20][C:21]1[CH:26]=[CH:25][C:24]([F:27])=[CH:23][C:22]=1B(O)O.C(=O)([O-])[O-].[Cs+].[Cs+]. Product: [F:20][C:21]1[CH:26]=[CH:25][C:24]([F:27])=[CH:23][C:22]=1[C:2]1[CH:3]=[N:4][CH:5]=[C:6]2[C:11]=1[N:10]=[C:9]([C:12]([NH:14][CH2:15][C:16]([CH3:19])([CH3:18])[CH3:17])=[O:13])[CH:8]=[CH:7]2. The catalyst class is: 688.